Task: Predict which catalyst facilitates the given reaction.. Dataset: Catalyst prediction with 721,799 reactions and 888 catalyst types from USPTO Reactant: [NH2:1][C:2]1[CH:11]=[CH:10][C:5]([C:6]([O:8][CH3:9])=[O:7])=[C:4]([O:12][CH3:13])[CH:3]=1.C1C=CC2N(O)N=NC=2C=1.[CH2:24]([O:42][CH:43]1[CH:48]([O:49][CH2:50][CH2:51][CH2:52][CH2:53][CH2:54][CH2:55][CH2:56][CH2:57][CH2:58][CH2:59][CH2:60][CH2:61][CH2:62][CH2:63][CH2:64][CH2:65][CH2:66][CH3:67])[CH:47]([O:68][CH2:69][CH2:70][CH2:71][CH2:72][CH2:73][CH2:74][CH2:75][CH2:76][CH2:77][CH2:78][CH2:79][CH2:80][CH2:81][CH2:82][CH2:83][CH2:84][CH2:85][CH3:86])[CH2:46][CH:45]([C:87](O)=[O:88])[CH2:44]1)[CH2:25][CH2:26][CH2:27][CH2:28][CH2:29][CH2:30][CH2:31][CH2:32][CH2:33][CH2:34][CH2:35][CH2:36][CH2:37][CH2:38][CH2:39][CH2:40][CH3:41].CCN=C=NCCCN(C)C.Cl. Product: [CH3:13][O:12][C:4]1[CH:3]=[C:2]([NH:1][C:87]([CH:45]2[CH2:46][CH:47]([O:68][CH2:69][CH2:70][CH2:71][CH2:72][CH2:73][CH2:74][CH2:75][CH2:76][CH2:77][CH2:78][CH2:79][CH2:80][CH2:81][CH2:82][CH2:83][CH2:84][CH2:85][CH3:86])[CH:48]([O:49][CH2:50][CH2:51][CH2:52][CH2:53][CH2:54][CH2:55][CH2:56][CH2:57][CH2:58][CH2:59][CH2:60][CH2:61][CH2:62][CH2:63][CH2:64][CH2:65][CH2:66][CH3:67])[CH:43]([O:42][CH2:24][CH2:25][CH2:26][CH2:27][CH2:28][CH2:29][CH2:30][CH2:31][CH2:32][CH2:33][CH2:34][CH2:35][CH2:36][CH2:37][CH2:38][CH2:39][CH2:40][CH3:41])[CH2:44]2)=[O:88])[CH:11]=[CH:10][C:5]=1[C:6]([O:8][CH3:9])=[O:7]. The catalyst class is: 22.